From a dataset of Reaction yield outcomes from USPTO patents with 853,638 reactions. Predict the reaction yield, written as a fraction of the theoretical maximum amount of product (1.0 means a 100% yield; for example, 0.34 means a 34% yield). (1) The reactants are [CH2:1]([C:4]1[NH:5][C:6]2[C:11]([CH:12]=1)=[C:10]([C:13]([F:16])([F:15])[F:14])[C:9]([C:17]#[N:18])=[CH:8][CH:7]=2)[CH2:2][CH3:3].C([O-])([O-])=O.[Cs+].[Cs+].Br[CH2:26][C:27]1[S:28][C:29]([CH:32]2[CH2:34][CH2:33]2)=[N:30][N:31]=1. The catalyst is C(#N)C. The product is [CH:32]1([C:29]2[S:28][C:27]([CH2:26][N:5]3[C:6]4[C:11](=[C:10]([C:13]([F:15])([F:16])[F:14])[C:9]([C:17]#[N:18])=[CH:8][CH:7]=4)[CH:12]=[C:4]3[CH2:1][CH2:2][CH3:3])=[N:31][N:30]=2)[CH2:34][CH2:33]1. The yield is 0.610. (2) The reactants are [CH2:1]([N:3]1[CH2:8][CH:7]([C:9]2[CH:14]=[CH:13][CH:12]=[CH:11][CH:10]=2)[O:6][C:5](=[O:15])[CH2:4]1)[CH3:2].C[Si]([N-][Si](C)(C)C)(C)C.[Li+].O1CCCC1.C(C1C=CC=CC=1)C.Br[CH2:40][C:41]([O:43][CH3:44])=[O:42]. The catalyst is O1CCCC1. The product is [CH2:1]([N:3]1[CH2:8][CH:7]([C:9]2[CH:10]=[CH:11][CH:12]=[CH:13][CH:14]=2)[O:6][C:5](=[O:15])[CH:4]1[CH2:40][C:41]([O:43][CH3:44])=[O:42])[CH3:2]. The yield is 0.230. (3) The reactants are [C:1]([C:3]1[CH:8]=[CH:7][CH:6]=[CH:5][C:4]=1[C:9]1[CH:14]=[CH:13][C:12]([CH2:15][CH:16]([C:22](=O)[CH2:23][CH2:24][CH3:25])[C:17](OCC)=[O:18])=[CH:11][C:10]=1[CH3:27])#[N:2].[O:28]1[C:32]2([CH2:37][CH2:36][CH:35]([NH:38][C:39]3[NH:43][N:42]=[C:41]([CH3:44])[N:40]=3)[CH2:34][CH2:33]2)[O:31][CH2:30][CH2:29]1.N12CCCN=C1CCCCC2.C(N(CC)C1C=CC=CC=1)C. The catalyst is Cl. The product is [O:28]1[C:32]2([CH2:33][CH2:34][CH:35]([N:38]3[C:17](=[O:18])[C:16]([CH2:15][C:12]4[CH:13]=[CH:14][C:9]([C:4]5[C:3]([C:1]#[N:2])=[CH:8][CH:7]=[CH:6][CH:5]=5)=[C:10]([CH3:27])[CH:11]=4)=[C:22]([CH2:23][CH2:24][CH3:25])[N:43]4[N:42]=[C:41]([CH3:44])[N:40]=[C:39]34)[CH2:36][CH2:37]2)[O:31][CH2:30][CH2:29]1. The yield is 0.530. (4) The reactants are [F:1][C:2]([F:7])([F:6])[C:3]([OH:5])=[O:4].[CH2:8]([S:10]([N:13]1[CH2:18][CH2:17][CH:16]([C:19]2[C:27]3[C:22](=[C:23]([C:38]([NH2:40])=[O:39])[CH:24]=[C:25]([C:28]4[CH:33]=[C:32]([CH2:34][NH:35][CH3:36])[CH:31]=[CH:30][C:29]=4[F:37])[CH:26]=3)[NH:21][CH:20]=2)[CH2:15][CH2:14]1)(=[O:12])=[O:11])[CH3:9].[CH3:41]N. No catalyst specified. The product is [F:1][C:2]([F:7])([F:6])[C:3]([OH:5])=[O:4].[CH2:8]([S:10]([N:13]1[CH2:18][CH2:17][CH:16]([C:19]2[C:27]3[C:22](=[C:23]([C:38]([NH2:40])=[O:39])[CH:24]=[C:25]([C:28]4[CH:33]=[C:32]([CH2:34][N:35]5[CH2:3][CH2:2][CH2:41][CH2:36]5)[CH:31]=[CH:30][C:29]=4[F:37])[CH:26]=3)[NH:21][CH:20]=2)[CH2:15][CH2:14]1)(=[O:11])=[O:12])[CH3:9]. The yield is 0.627. (5) The reactants are C[O:2][C:3]([C:5]1[CH:6]=[C:7]2[C:11](=[CH:12][CH:13]=1)[N:10]([CH3:14])[CH:9]=[C:8]2[CH2:15][C:16]1[CH:21]=[CH:20][C:19]([NH:22][C:23](=[O:30])[C:24]2[CH:29]=[CH:28][CH:27]=[CH:26][CH:25]=2)=[CH:18][CH:17]=1)=[O:4].[OH-].[Na+].CO.O. The catalyst is C1COCC1. The product is [C:23]([NH:22][C:19]1[CH:18]=[CH:17][C:16]([CH2:15][C:8]2[C:7]3[C:11](=[CH:12][CH:13]=[C:5]([C:3]([OH:4])=[O:2])[CH:6]=3)[N:10]([CH3:14])[CH:9]=2)=[CH:21][CH:20]=1)(=[O:30])[C:24]1[CH:29]=[CH:28][CH:27]=[CH:26][CH:25]=1. The yield is 0.980. (6) The reactants are [Mg].Br[C:3]1[S:4][CH:5]=[CH:6][C:7]=1[CH2:8][CH2:9][CH2:10][CH2:11][CH2:12][CH2:13][CH2:14][CH2:15][CH2:16][CH2:17][CH2:18][CH3:19].CN([CH:23]=[O:24])C.Cl. The catalyst is O1CCCC1.II. The product is [CH2:8]([C:7]1[CH:6]=[CH:5][S:4][C:3]=1[CH:23]=[O:24])[CH2:9][CH2:10][CH2:11][CH2:12][CH2:13][CH2:14][CH2:15][CH2:16][CH2:17][CH2:18][CH3:19]. The yield is 0.896. (7) The reactants are [Cl:1][C:2]1[C:10]2[NH:9][N:8]=[CH:7][C:6]=2[C:5]([C:11]([O:13][CH3:14])=[O:12])=[CH:4][CH:3]=1.F[B-](F)(F)F.[CH3:20][O+](C)C. The catalyst is C(OCC)(=O)C.O. The product is [Cl:1][C:2]1[C:10]2[C:6](=[CH:7][N:8]([CH3:20])[N:9]=2)[C:5]([C:11]([O:13][CH3:14])=[O:12])=[CH:4][CH:3]=1. The yield is 0.710. (8) The product is [C:19]([O:23][C:24](=[O:29])[NH:25][CH2:26][CH2:27][O:18][C:13]1[CH:14]=[CH:15][CH:16]=[CH:17][C:12]=1[C:11]1[C:4]2[S:3][CH:7]=[CH:6][C:5]=2[CH:8]=[CH:9][CH:10]=1)([CH3:22])([CH3:21])[CH3:20]. The catalyst is CN(C=O)C.C(Cl)(Cl)Cl.CC(O)C. The yield is 0.860. The reactants are [H-].[Na+].[S:3]1[CH:7]=[CH:6][C:5]2[CH:8]=[CH:9][CH:10]=[C:11]([C:12]3[CH:17]=[CH:16][CH:15]=[CH:14][C:13]=3[OH:18])[C:4]1=2.[C:19]([O:23][C:24](=[O:29])[NH:25][CH2:26][CH2:27]Br)([CH3:22])([CH3:21])[CH3:20].